From a dataset of Forward reaction prediction with 1.9M reactions from USPTO patents (1976-2016). Predict the product of the given reaction. (1) Given the reactants [N:1]1[C:6]([CH2:7][OH:8])=[CH:5][CH:4]=[CH:3][C:2]=1[CH2:9][OH:10].[H-].[Na+].[CH2:13](Br)[CH:14]=[CH2:15], predict the reaction product. The product is: [CH2:15]([O:8][CH2:7][C:6]1[N:1]=[C:2]([CH2:9][OH:10])[CH:3]=[CH:4][CH:5]=1)[CH:14]=[CH2:13]. (2) Given the reactants [C:1]1(=[O:14])[C:6]2=[CH:7][C:8]3[CH2:9][CH2:10][CH2:11][CH2:12][C:13]=3[N:5]2[CH:4]=[CH:3][NH:2]1.[Br:15][C:16]1[CH:23]=[C:22]([F:24])[CH:21]=[C:20](Br)[C:17]=1[CH:18]=[O:19].C([O-])(=O)C.[K+].COC1C2C(=C3C(=CC=2)C(OC)=CC=N3)N=CC=1, predict the reaction product. The product is: [Br:15][C:16]1[CH:23]=[C:22]([F:24])[CH:21]=[C:20]([N:2]2[CH:3]=[CH:4][N:5]3[C:13]4[CH2:12][CH2:11][CH2:10][CH2:9][C:8]=4[CH:7]=[C:6]3[C:1]2=[O:14])[C:17]=1[CH:18]=[O:19].